This data is from Reaction yield outcomes from USPTO patents with 853,638 reactions. The task is: Predict the reaction yield, written as a fraction of the theoretical maximum amount of product (1.0 means a 100% yield; for example, 0.34 means a 34% yield). The reactants are [CH:1]1([CH2:4][CH2:5][N:6]2[C:14]3[C:9](=[CH:10][CH:11]=[CH:12][CH:13]=3)[C:8](O)([C:15]3[C:23]([OH:24])=[CH:22][C:18]4[O:19][CH2:20][O:21][C:17]=4[CH:16]=3)[C:7]2=[O:26])[CH2:3][CH2:2]1.FC(F)(F)C(O)=O.C([SiH](CC)CC)C. The catalyst is ClCCl. The product is [CH:1]1([CH2:4][CH2:5][N:6]2[C:14]3[C:9](=[CH:10][CH:11]=[CH:12][CH:13]=3)[CH:8]([C:15]3[C:23]([OH:24])=[CH:22][C:18]4[O:19][CH2:20][O:21][C:17]=4[CH:16]=3)[C:7]2=[O:26])[CH2:3][CH2:2]1. The yield is 0.800.